From a dataset of Catalyst prediction with 721,799 reactions and 888 catalyst types from USPTO. Predict which catalyst facilitates the given reaction. Reactant: C(O)(=O)C.[NH2:5][C:6]([CH3:16])([CH3:15])[CH2:7][C:8]1[CH:13]=[CH:12][C:11]([OH:14])=[CH:10][CH:9]=1.C([O-])([O-])=O.[K+].[K+].CC(N(C)C)=O.Cl[C:30]1[N:37]=[CH:36][CH:35]=[CH:34][C:31]=1[C:32]#[N:33]. Product: [NH2:5][C:6]([CH3:16])([CH3:15])[CH2:7][C:8]1[CH:13]=[CH:12][C:11]([O:14][C:36]2[CH:35]=[CH:34][C:31]([C:32]#[N:33])=[CH:30][N:37]=2)=[CH:10][CH:9]=1. The catalyst class is: 93.